From a dataset of Full USPTO retrosynthesis dataset with 1.9M reactions from patents (1976-2016). Predict the reactants needed to synthesize the given product. (1) The reactants are: [CH2:1]([O:3][C:4]([C:6]1[C:14]2[C:9](=[CH:10][CH:11]=[C:12]([OH:15])[CH:13]=2)[N:8]([C:16]2[CH:21]=[CH:20][CH:19]=[CH:18][C:17]=2[O:22][CH3:23])[C:7]=1[CH2:24][C:25]([O:27][CH2:28][CH3:29])=[O:26])=[O:5])[CH3:2].[F:30][C:31]([F:42])([F:41])[C:32]1[CH:37]=[CH:36][C:35](B(O)O)=[CH:34][CH:33]=1. Given the product [CH2:1]([O:3][C:4]([C:6]1[C:14]2[C:9](=[CH:10][CH:11]=[C:12]([O:15][C:35]3[CH:36]=[CH:37][C:32]([C:31]([F:42])([F:41])[F:30])=[CH:33][CH:34]=3)[CH:13]=2)[N:8]([C:16]2[CH:21]=[CH:20][CH:19]=[CH:18][C:17]=2[O:22][CH3:23])[C:7]=1[CH2:24][C:25]([O:27][CH2:28][CH3:29])=[O:26])=[O:5])[CH3:2], predict the reactants needed to synthesize it. (2) Given the product [O:17]([C:18]1[CH:19]=[CH:20][C:21]([O:1][CH:2]2[CH:7]3[CH2:8][CH2:9][N:4]([CH2:5][CH2:6]3)[CH2:3]2)=[CH:22][CH:23]=1)[C:14]1[CH:15]=[CH:16][CH:11]=[CH:12][CH:13]=1, predict the reactants needed to synthesize it. The reactants are: [OH:1][CH:2]1[CH:7]2[CH2:8][CH2:9][N:4]([CH2:5][CH2:6]2)[CH2:3]1.I[C:11]1[CH:16]=[CH:15][C:14]([O:17][C:18]2[CH:23]=[CH:22][CH:21]=[CH:20][CH:19]=2)=[CH:13][CH:12]=1.N1C2C(=CC=C3C=2N=CC=C3)C=CC=1.C([O-])([O-])=O.[Cs+].[Cs+]. (3) Given the product [CH3:10][N:11]([CH3:19])[C:12]1[CH:13]=[CH:14][C:15]2[N:16]([CH:2]=[C:3]([C:4]([O:6][CH2:7][CH3:8])=[O:5])[N:18]=2)[CH:17]=1, predict the reactants needed to synthesize it. The reactants are: Br[CH2:2][C:3](=O)[C:4]([O:6][CH2:7][CH3:8])=[O:5].[CH3:10][N:11]([CH3:19])[C:12]1[CH:13]=[CH:14][C:15]([NH2:18])=[N:16][CH:17]=1.C(O)C. (4) Given the product [F:21][C:20]([F:23])([F:22])[C:17]1[CH:18]=[CH:19][C:14]([C:11]2[CH:10]=[C:9]([CH2:8][CH2:7][CH2:6][O:5][C:27]3[CH:32]=[CH:31][C:30]([CH2:33][C:34]([OH:36])=[O:35])=[CH:29][CH:28]=3)[O:13][N:12]=2)=[CH:15][CH:16]=1, predict the reactants needed to synthesize it. The reactants are: CS([O:5][CH2:6][CH2:7][CH2:8][C:9]1[O:13][N:12]=[C:11]([C:14]2[CH:19]=[CH:18][C:17]([C:20]([F:23])([F:22])[F:21])=[CH:16][CH:15]=2)[CH:10]=1)(=O)=O.[I-].[Na+].O[C:27]1[CH:32]=[CH:31][C:30]([CH2:33][C:34]([O:36]C)=[O:35])=[CH:29][CH:28]=1.C(=O)([O-])[O-].[K+].[K+].Cl. (5) Given the product [Br:8][C:9]1[C:14]2[N:15]=[C:16]([CH2:18][CH2:19][C:20]#[C:21][C:2]3[CH:7]=[CH:6][CH:5]=[CH:4][N:3]=3)[O:17][C:13]=2[CH:12]=[CH:11][CH:10]=1, predict the reactants needed to synthesize it. The reactants are: Br[C:2]1[CH:7]=[CH:6][CH:5]=[CH:4][N:3]=1.[Br:8][C:9]1[C:14]2[N:15]=[C:16]([CH2:18][CH2:19][C:20]#[CH:21])[O:17][C:13]=2[CH:12]=[CH:11][CH:10]=1. (6) Given the product [C:44]([NH:1][C@@H:2]1[C@H:6]([NH:7][C:8]2[N:17]=[CH:16][C:15]3[C:10](=[CH:11][CH:12]=[C:13]([C:18]4[C:23]([Cl:24])=[C:22]([O:25][CH3:26])[CH:21]=[C:20]([O:27][CH3:28])[C:19]=4[Cl:29])[CH:14]=3)[N:9]=2)[CH2:5][C@H:4]([C:30]([N:32]([CH3:34])[CH3:33])=[O:31])[CH2:3]1)(=[O:47])[CH:45]=[CH2:46], predict the reactants needed to synthesize it. The reactants are: [NH2:1][C@@H:2]1[C@H:6]([NH:7][C:8]2[N:17]=[CH:16][C:15]3[C:10](=[CH:11][CH:12]=[C:13]([C:18]4[C:23]([Cl:24])=[C:22]([O:25][CH3:26])[CH:21]=[C:20]([O:27][CH3:28])[C:19]=4[Cl:29])[CH:14]=3)[N:9]=2)[CH2:5][C@H:4]([C:30]([N:32]([CH3:34])[CH3:33])=[O:31])[CH2:3]1.CCN(C(C)C)C(C)C.[C:44](Cl)(=[O:47])[CH:45]=[CH2:46]. (7) Given the product [CH3:1][O:2][C:3](=[O:31])[CH:4]([NH:20][C:21]([O:23][CH2:24][C:25]1[CH:30]=[CH:29][CH:28]=[CH:27][CH:26]=1)=[O:22])[CH2:5][C:6]1[CH:7]=[N:8][C:9]([O:12][CH2:13][C:14]2[CH:19]=[CH:18][CH:17]=[CH:16][CH:15]=2)=[CH:10][CH:11]=1, predict the reactants needed to synthesize it. The reactants are: [CH3:1][O:2][C:3](=[O:31])[C:4]([NH:20][C:21]([O:23][CH2:24][C:25]1[CH:30]=[CH:29][CH:28]=[CH:27][CH:26]=1)=[O:22])=[CH:5][C:6]1[CH:7]=[N:8][C:9]([O:12][CH2:13][C:14]2[CH:19]=[CH:18][CH:17]=[CH:16][CH:15]=2)=[CH:10][CH:11]=1.CO. (8) The reactants are: CC(C[AlH]CC(C)C)C.[F:10][C:11]([F:37])([F:36])[C:12]1[CH:13]=[C:14]([C:22]2[CH:27]=[CH:26][C:25](/[C:28](/[CH3:35])=[CH:29]/[C:30](OCC)=[O:31])=[CH:24][CH:23]=2)[CH:15]=[C:16]([C:18]([F:21])([F:20])[F:19])[CH:17]=1. Given the product [F:10][C:11]([F:36])([F:37])[C:12]1[CH:13]=[C:14]([C:22]2[CH:23]=[CH:24][C:25](/[C:28](/[CH3:35])=[CH:29]/[CH2:30][OH:31])=[CH:26][CH:27]=2)[CH:15]=[C:16]([C:18]([F:21])([F:20])[F:19])[CH:17]=1, predict the reactants needed to synthesize it. (9) Given the product [Cl:18][C:19]1[CH:24]=[CH:23][C:22]([S:25]([N:7]([CH:8]([CH3:17])[CH2:9][C:10]([O:12][C:13]([CH3:16])([CH3:15])[CH3:14])=[O:11])[C:1]2[CH:6]=[CH:5][CH:4]=[CH:3][CH:2]=2)(=[O:27])=[O:26])=[CH:21][CH:20]=1, predict the reactants needed to synthesize it. The reactants are: [C:1]1([NH:7][CH:8]([CH3:17])[CH2:9][C:10]([O:12][C:13]([CH3:16])([CH3:15])[CH3:14])=[O:11])[CH:6]=[CH:5][CH:4]=[CH:3][CH:2]=1.[Cl:18][C:19]1[CH:24]=[CH:23][C:22]([S:25](Cl)(=[O:27])=[O:26])=[CH:21][CH:20]=1.